Dataset: Retrosynthesis with 50K atom-mapped reactions and 10 reaction types from USPTO. Task: Predict the reactants needed to synthesize the given product. Given the product CC(=NO)c1cccnc1, predict the reactants needed to synthesize it. The reactants are: CC(=O)c1cccnc1.NO.